Dataset: Oral bioavailability binary classification data from Ma et al.. Task: Regression/Classification. Given a drug SMILES string, predict its absorption, distribution, metabolism, or excretion properties. Task type varies by dataset: regression for continuous measurements (e.g., permeability, clearance, half-life) or binary classification for categorical outcomes (e.g., BBB penetration, CYP inhibition). Dataset: bioavailability_ma. (1) The compound is CCOC(=O)C1=C(COCCN)NC(C)=C(C(=O)OC)C1c1ccccc1Cl. The result is 1 (high bioavailability). (2) The molecule is CC(C)(C)NCC(O)COc1ccc(NC(=O)NC2CCCCC2)cc1. The result is 1 (high bioavailability). (3) The molecule is OCC(S)CS. The result is 0 (low bioavailability). (4) The compound is NC(N)=Nc1nc(CSCCC(N)=NS(N)(=O)=O)cs1. The result is 1 (high bioavailability). (5) The compound is CCN(CC)CC(=O)Nc1c(C)cccc1C. The result is 1 (high bioavailability). (6) The compound is CCN(CC)CCCC(C)Nc1ccnc2cc(Cl)ccc12. The result is 1 (high bioavailability).